From a dataset of Full USPTO retrosynthesis dataset with 1.9M reactions from patents (1976-2016). Predict the reactants needed to synthesize the given product. (1) Given the product [CH3:10][O:9][C:7]1[CH:6]=[CH:5][C:4]([C:15]2[S:19][N:18]=[C:17]([CH3:20])[N:16]=2)=[C:3]([CH:8]=1)[CH:1]=[O:2], predict the reactants needed to synthesize it. The reactants are: [CH:1]([C:3]1[CH:8]=[C:7]([O:9][CH3:10])[CH:6]=[CH:5][C:4]=1B(O)O)=[O:2].Cl[C:15]1[S:19][N:18]=[C:17]([CH3:20])[N:16]=1.C([O-])(=O)C.[K+]. (2) Given the product [N+:2]([C:5]1[CH:10]=[CH:9][CH:8]=[C:7]2[C:6]=1[NH:11][C:13]([C:16]1[CH:21]=[N:20][CH:19]=[CH:18][N:17]=1)=[CH:14]2)([O-:4])=[O:3], predict the reactants needed to synthesize it. The reactants are: Cl.[N+:2]([C:5]1[CH:10]=[CH:9][CH:8]=[CH:7][C:6]=1[NH:11]N)([O-:4])=[O:3].[C:13]([C:16]1[CH:21]=[N:20][CH:19]=[CH:18][N:17]=1)(=O)[CH3:14]. (3) Given the product [Cl:1][C:2]1[CH:3]=[CH:4][C:5]([C:8]2([NH:11][C:12]3[N:17]=[C:16]([O:18][CH2:19][C:20]([F:21])([F:23])[F:22])[N:15]=[C:14]([NH:24][C:25]4[CH:26]=[CH:27][C:28]([C:29]([N:59]5[CH2:58][CH2:70][NH:69][C:60]5=[NH:61])=[O:31])=[CH:32][CH:33]=4)[N:13]=3)[CH2:10][CH2:9]2)=[CH:6][CH:7]=1, predict the reactants needed to synthesize it. The reactants are: [Cl:1][C:2]1[CH:7]=[CH:6][C:5]([C:8]2([NH:11][C:12]3[N:17]=[C:16]([O:18][CH2:19][C:20]([F:23])([F:22])[F:21])[N:15]=[C:14]([NH:24][C:25]4[CH:33]=[CH:32][C:28]([C:29]([OH:31])=O)=[CH:27][CH:26]=4)[N:13]=3)[CH2:10][CH2:9]2)=[CH:4][CH:3]=1.CN(C(ON1N=NC2C=CC=CC1=2)=[N+](C)C)C.[B-](F)(F)(F)F.NC[CH2:58][N:59]=[C:60]([NH:69][C:70](OC(C)(C)C)=O)[NH:61]C(OC(C)(C)C)=O.CCN(C(C)C)C(C)C. (4) The reactants are: C([O:8][C@@H:9]1[C@@H:14]([O:15]CC2C=CC=CC=2)[C@H:13]([O:23]CC2C=CC=CC=2)[C@@H:12]([CH2:31][O:32]CC2C=CC=CC=2)[O:11][C@H:10]1[C:40]1[CH:45]=[CH:44][C:43]([Cl:46])=[C:42]([CH2:47][C:48]2[S:49][C:50]([C:53]3[N:58]=[CH:57][CH:56]=[CH:55][N:54]=3)=[CH:51][CH:52]=2)[CH:41]=1)C1C=CC=CC=1.B(F)(F)F.C(=O)([O-])O.[Na+].S([O-])([O-])(=O)=S.[Na+].[Na+]. Given the product [C@@H:10]1([C:40]2[CH:45]=[CH:44][C:43]([Cl:46])=[C:42]([CH2:47][C:48]3[S:49][C:50]([C:53]4[N:54]=[CH:55][CH:56]=[CH:57][N:58]=4)=[CH:51][CH:52]=3)[CH:41]=2)[O:11][C@H:12]([CH2:31][OH:32])[C@@H:13]([OH:23])[C@H:14]([OH:15])[C@H:9]1[OH:8], predict the reactants needed to synthesize it. (5) Given the product [CH:31]1([C:34]([NH:1][C:2]2[N:30]=[C:5]3[CH:6]=[CH:7][C:8]([O:10][C:11]4[CH:12]=[C:13]([NH:17][C:18](=[O:29])[C:19]5[CH:24]=[CH:23][CH:22]=[C:21]([C:25]([F:26])([F:27])[F:28])[CH:20]=5)[CH:14]=[CH:15][CH:16]=4)=[CH:9][N:4]3[N:3]=2)=[O:35])[CH2:33][CH2:32]1, predict the reactants needed to synthesize it. The reactants are: [NH2:1][C:2]1[N:30]=[C:5]2[CH:6]=[CH:7][C:8]([O:10][C:11]3[CH:12]=[C:13]([NH:17][C:18](=[O:29])[C:19]4[CH:24]=[CH:23][CH:22]=[C:21]([C:25]([F:28])([F:27])[F:26])[CH:20]=4)[CH:14]=[CH:15][CH:16]=3)=[CH:9][N:4]2[N:3]=1.[CH:31]1([C:34](Cl)=[O:35])[CH2:33][CH2:32]1. (6) The reactants are: [CH3:1][O:2][C:3](=[O:31])[C:4]([C:24]([O:26][C:27]([CH3:30])([CH3:29])[CH3:28])=[O:25])=[CH:5][C:6]1[CH:14]=[C:13]([CH3:15])[C:12]2[C:8](=[CH:9][N:10]([CH2:16][O:17][CH2:18][CH2:19][Si:20]([CH3:23])([CH3:22])[CH3:21])[N:11]=2)[CH:7]=1. Given the product [CH3:1][O:2][C:3](=[O:31])[CH:4]([C:24]([O:26][C:27]([CH3:29])([CH3:28])[CH3:30])=[O:25])[CH2:5][C:6]1[CH:14]=[C:13]([CH3:15])[C:12]2[C:8](=[CH:9][N:10]([CH2:16][O:17][CH2:18][CH2:19][Si:20]([CH3:22])([CH3:21])[CH3:23])[N:11]=2)[CH:7]=1, predict the reactants needed to synthesize it. (7) Given the product [CH3:1][C:2]1[CH:3]=[C:4]([O:15][C:17]2[C:26]3[C:21](=[CH:22][C:23]([O:29][CH3:30])=[C:24]([O:27][CH3:28])[CH:25]=3)[N:20]=[CH:19][CH:18]=2)[C:5]([C:9]2[CH:10]=[CH:11][CH:12]=[CH:13][CH:14]=2)=[N:6][C:7]=1[CH3:8], predict the reactants needed to synthesize it. The reactants are: [CH3:1][C:2]1[CH:3]=[C:4]([OH:15])[C:5]([C:9]2[CH:14]=[CH:13][CH:12]=[CH:11][CH:10]=2)=[N:6][C:7]=1[CH3:8].Cl[C:17]1[C:26]2[C:21](=[CH:22][C:23]([O:29][CH3:30])=[C:24]([O:27][CH3:28])[CH:25]=2)[N:20]=[CH:19][CH:18]=1. (8) Given the product [CH:4]([C:3]1[N:7]=[C:32]([N:29]2[CH2:28][CH2:27][CH:26]([CH:24]3[CH2:23][C:22]4[CH:34]=[C:18]([C:15]5[CH:16]=[CH:17][C:12]([S:9]([CH3:8])(=[O:11])=[O:10])=[CH:13][CH:14]=5)[CH:19]=[CH:20][C:21]=4[O:25]3)[CH2:31][CH2:30]2)[O:1][N:2]=1)([CH3:6])[CH3:5], predict the reactants needed to synthesize it. The reactants are: [OH:1][NH:2][C:3](=[NH:7])[CH:4]([CH3:6])[CH3:5].[CH3:8][S:9]([C:12]1[CH:17]=[CH:16][C:15]([C:18]2[CH:19]=[CH:20][C:21]3[O:25][CH:24]([CH:26]4[CH2:31][CH2:30][N:29]([C:32]#N)[CH2:28][CH2:27]4)[CH2:23][C:22]=3[CH:34]=2)=[CH:14][CH:13]=1)(=[O:11])=[O:10]. (9) Given the product [F:1][C@H:2]1[C@@H:7]([O:8][C:9]2[CH:16]=[CH:15][C:14]([C:17]3[N:22]=[C:21]([NH:23][C:24]4[CH:25]=[CH:26][C:27]([N:30]5[CH2:33][C:32]([OH:35])([CH3:34])[CH2:31]5)=[CH:28][CH:29]=4)[N:20]=[CH:19][N:18]=3)=[CH:13][C:10]=2[C:11]#[N:12])[CH2:6][CH2:5][N:4]([C:60](=[O:64])[C@@H:61]([OH:62])[CH3:63])[CH2:3]1, predict the reactants needed to synthesize it. The reactants are: [F:1][C@H:2]1[C@@H:7]([O:8][C:9]2[CH:16]=[CH:15][C:14]([C:17]3[N:22]=[C:21]([NH:23][C:24]4[CH:29]=[CH:28][C:27]([N:30]5[CH2:33][C:32]([OH:35])([CH3:34])[CH2:31]5)=[CH:26][CH:25]=4)[N:20]=[CH:19][N:18]=3)=[CH:13][C:10]=2[C:11]#[N:12])[CH2:6][CH2:5][NH:4][CH2:3]1.F[P-](F)(F)(F)(F)F.CN(C(N(C)C)=[N+]1C2C(=NC=CC=2)[N+]([O-])=N1)C.[C:60](O)(=[O:64])[C@H:61]([CH3:63])[OH:62].C(N(CC)C(C)C)(C)C. (10) Given the product [CH3:1][N:2]([C@@H:3]([C:10]1[CH:15]=[CH:14][CH:13]=[CH:12][CH:11]=1)[CH2:4][N:5]1[CH2:6][CH2:7][CH2:8][CH2:9]1)[C:25](=[O:26])[O:27][CH2:28][CH:29]1[C:41]2[CH:40]=[CH:39][CH:38]=[CH:37][C:36]=2[C:35]2[C:30]1=[CH:31][CH:32]=[CH:33][CH:34]=2, predict the reactants needed to synthesize it. The reactants are: [CH3:1][NH:2][C@@H:3]([C:10]1[CH:15]=[CH:14][CH:13]=[CH:12][CH:11]=1)[CH2:4][N:5]1[CH2:9][CH2:8][CH2:7][CH2:6]1.C(N(C(C)C)CC)(C)C.[C:25](Cl)([O:27][CH2:28][CH:29]1[C:41]2[C:36](=[CH:37][CH:38]=[CH:39][CH:40]=2)[C:35]2[C:30]1=[CH:31][CH:32]=[CH:33][CH:34]=2)=[O:26].